Dataset: Forward reaction prediction with 1.9M reactions from USPTO patents (1976-2016). Task: Predict the product of the given reaction. (1) Given the reactants [Cl:1][C:2]1[C:3]([C:12]2[O:13][CH:14]=[CH:15][CH:16]=2)=[N:4][C:5]([NH2:11])=[N:6][C:7]=1[S:8]([CH3:10])=O.C(S)[C:18]1[CH:23]=[CH:22][CH:21]=[CH:20][CH:19]=1.C1CCN2C(=NCCC2)CC1, predict the reaction product. The product is: [CH2:10]([S:8][C:7]1[C:2]([Cl:1])=[C:3]([C:12]2[O:13][CH:14]=[CH:15][CH:16]=2)[N:4]=[C:5]([NH2:11])[N:6]=1)[C:18]1[CH:23]=[CH:22][CH:21]=[CH:20][CH:19]=1. (2) Given the reactants [NH2:1][C:2]1[C:7]([CH:8]=O)=[CH:6][N:5]=[CH:4][CH:3]=1.[CH3:10][O:11][C:12]1[CH:17]=[CH:16][CH:15]=[CH:14][C:13]=1[CH2:18][CH2:19][C:20]#[N:21], predict the reaction product. The product is: [CH3:10][O:11][C:12]1[CH:17]=[CH:16][CH:15]=[CH:14][C:13]=1[CH2:18][C:19]1[C:20]([NH2:21])=[N:1][C:2]2[C:7]([CH:8]=1)=[CH:6][N:5]=[CH:4][CH:3]=2. (3) Given the reactants [Cl:1][C:2]1[CH:3]=[CH:4][C:5]([OH:25])=[C:6]([CH2:8][N:9]2[CH:13]=[CH:12][C:11]([C:14]([NH:16][C:17]3[C:22]([F:23])=[CH:21][CH:20]=[CH:19][C:18]=3[F:24])=[O:15])=[N:10]2)[CH:7]=1.C(=O)([O-])[O-].[K+].[K+].Br[CH:33]([CH3:35])[CH3:34], predict the reaction product. The product is: [Cl:1][C:2]1[CH:3]=[CH:4][C:5]([O:25][CH:33]([CH3:35])[CH3:34])=[C:6]([CH2:8][N:9]2[CH:13]=[CH:12][C:11]([C:14]([NH:16][C:17]3[C:18]([F:24])=[CH:19][CH:20]=[CH:21][C:22]=3[F:23])=[O:15])=[N:10]2)[CH:7]=1. (4) The product is: [C:1]([O:5][C:6](=[O:24])[NH:7][C:8]1[CH:13]=[CH:12][CH:11]=[C:10]([O:14][C:15]2[CH:16]=[N:17][C:18]([NH2:21])=[CH:19][CH:20]=2)[CH:9]=1)([CH3:4])([CH3:2])[CH3:3]. Given the reactants [C:1]([O:5][C:6](=[O:24])[NH:7][C:8]1[CH:13]=[CH:12][CH:11]=[C:10]([O:14][C:15]2[CH:16]=[N:17][C:18]([N+:21]([O-])=O)=[CH:19][CH:20]=2)[CH:9]=1)([CH3:4])([CH3:3])[CH3:2].O1CCCC1, predict the reaction product. (5) Given the reactants [CH2:1]1[CH2:5][O:4][CH2:3][CH2:2]1.[C:6]1([Mg]Br)[CH:11]=[CH:10][CH:9]=[CH:8][CH:7]=1.[C:14]1([Mg]C2C=CC=CC=2)[CH:19]=CC=C[CH:15]=1.O1CCOC[CH2:28]1, predict the reaction product. The product is: [CH3:28][C:6]1[CH:11]=[CH:10][C:9]([C@H:5]([OH:4])[C:1]2[CH:19]=[CH:14][CH:15]=[CH:3][CH:2]=2)=[CH:8][CH:7]=1. (6) Given the reactants [Br:1][C:2]1[N:6]2[C:7](=[O:13])[CH:8]=[C:9]([CH2:11]Cl)[N:10]=[C:5]2[S:4][C:3]=1[CH3:14].[CH2:15]([NH:17][C:18]1[CH:23]=[CH:22][C:21]([F:24])=[CH:20][CH:19]=1)[CH3:16].C(=O)([O-])[O-].[K+].[K+].[I-].[Na+], predict the reaction product. The product is: [Br:1][C:2]1[N:6]2[C:7](=[O:13])[CH:8]=[C:9]([CH2:11][N:17]([CH2:15][CH3:16])[C:18]3[CH:23]=[CH:22][C:21]([F:24])=[CH:20][CH:19]=3)[N:10]=[C:5]2[S:4][C:3]=1[CH3:14]. (7) Given the reactants [Cl:1][C:2]1[CH:3]=[N:4][CH:5]=[CH:6][C:7]=1B(O)O.I[C:12]1[N:17]=[C:16]([NH2:18])[N:15]=[C:14]([NH:19][CH3:20])[CH:13]=1, predict the reaction product. The product is: [Cl:1][C:2]1[CH:3]=[N:4][CH:5]=[CH:6][C:7]=1[C:12]1[N:17]=[C:16]([NH2:18])[N:15]=[C:14]([NH:19][CH3:20])[CH:13]=1. (8) Given the reactants [CH3:1][C:2]([NH:4][C:5]1[CH:6]=[CH:7][C:8]([OH:11])=[CH:9][CH:10]=1)=[O:3].[CH3:12][C:13]([O:15][C:16]1[CH:17]=[CH:18][CH:19]=[CH:20][C:21]=1[C:22]([OH:24])=[O:23])=[O:14].C([O-])(=O)CCCCCCCCCCCCCCCCC.[Mg+2].C([O-])(=O)CCCCCCCCCCCCCCCCC, predict the reaction product. The product is: [CH3:1][C:2]([NH:4][C:5]1[CH:10]=[CH:9][C:8]([OH:11])=[CH:7][CH:6]=1)=[O:3].[CH3:12][C:13]([O:15][C:16]1[CH:17]=[CH:18][CH:19]=[CH:20][C:21]=1[C:22]([OH:24])=[O:23])=[O:14]. (9) Given the reactants [C:1]([O:5][C:6](=[O:29])[NH:7][C:8]([C:10]1[S:11][C:12]([S:27][CH3:28])=[C:13]([S:15]([C:18]2[CH:23]=[CH:22][CH:21]=[C:20](B(O)O)[CH:19]=2)(=[O:17])=[O:16])[CH:14]=1)=[NH:9])([CH3:4])([CH3:3])[CH3:2].I[C:31]1[C:36]([CH3:37])=[CH:35][C:34]([N+:38]([O-:40])=[O:39])=[CH:33][N:32]=1.O, predict the reaction product. The product is: [C:1]([O:5][C:6](=[O:29])[NH:7][C:8](=[NH:9])[C:10]1[S:11][C:12]([S:27][CH3:28])=[C:13]([S:15]([C:18]2[CH:23]=[CH:22][CH:21]=[C:20]([C:31]3[C:36]([CH3:37])=[CH:35][C:34]([N+:38]([O-:40])=[O:39])=[CH:33][N:32]=3)[CH:19]=2)(=[O:17])=[O:16])[CH:14]=1)([CH3:4])([CH3:3])[CH3:2]. (10) Given the reactants [CH3:1][S:2]([OH:5])(=[O:4])=[O:3].[Si]([O:13][CH2:14][CH2:15][N:16]([C:43]#[N:44])[C:17]1[CH:18]=[C:19]([CH:40]=[CH:41][CH:42]=1)[CH2:20][N:21]1[CH2:29][C:28]2[C:23](=[CH:24][CH:25]=[CH:26][C:27]=2[NH:30][C:31]([C:33]2[S:34][C:35]([Cl:38])=[CH:36][CH:37]=2)=[O:32])[C:22]1=[O:39])(C(C)(C)C)(C)C, predict the reaction product. The product is: [CH3:1][S:2]([OH:5])(=[O:4])=[O:3].[Cl:38][C:35]1[S:34][C:33]([C:31]([NH:30][C:27]2[CH:26]=[CH:25][CH:24]=[C:23]3[C:28]=2[CH2:29][N:21]([CH2:20][C:19]2[CH:40]=[CH:41][CH:42]=[C:17]([N:16]4[CH2:15][CH2:14][O:13][C:43]4=[NH:44])[CH:18]=2)[C:22]3=[O:39])=[O:32])=[CH:37][CH:36]=1.